Dataset: Reaction yield outcomes from USPTO patents with 853,638 reactions. Task: Predict the reaction yield, written as a fraction of the theoretical maximum amount of product (1.0 means a 100% yield; for example, 0.34 means a 34% yield). (1) The reactants are [CH2:1]([O:8][C:9]([N:11]1[CH2:17][C@H:16]2[C@H:13]([CH2:14][NH:15]2)[CH2:12]1)=[O:10])[C:2]1[CH:7]=[CH:6][CH:5]=[CH:4][CH:3]=1.C=O.[C:20](O[BH-](OC(=O)C)OC(=O)C)(=O)C.[Na+]. The catalyst is O. The product is [CH2:1]([O:8][C:9]([N:11]1[CH2:17][C@H:16]2[C@H:13]([CH2:14][N:15]2[CH3:20])[CH2:12]1)=[O:10])[C:2]1[CH:3]=[CH:4][CH:5]=[CH:6][CH:7]=1. The yield is 0.900. (2) The reactants are [C:1]([NH:4][CH2:5][CH2:6][C:7]1[N:16]=[C:15]([C:17]([OH:19])=O)[C:14]2[C:9](=[CH:10][CH:11]=[CH:12][CH:13]=2)[N:8]=1)(=[O:3])[CH3:2].Cl.[CH3:21][O:22][C:23]1[C:32]([O:33][CH3:34])=[CH:31][CH:30]=[C:29]2[C:24]=1[CH2:25][CH2:26][NH:27][CH2:28]2. No catalyst specified. The product is [C:1]([NH:4][CH2:5][CH2:6][C:7]1[N:16]=[C:15]([C:17]([N:27]2[CH2:26][CH2:25][C:24]3[C:29](=[CH:30][CH:31]=[C:32]([O:33][CH3:34])[C:23]=3[O:22][CH3:21])[CH2:28]2)=[O:19])[C:14]2[C:9](=[CH:10][CH:11]=[CH:12][CH:13]=2)[N:8]=1)(=[O:3])[CH3:2]. The yield is 0.170. (3) The reactants are [CH3:1][N:2]1[CH2:7][CH2:6][NH:5][CH2:4][CH2:3]1.[NH2:8][C:9]1[CH:17]=[CH:16][C:12]([C:13]([OH:15])=O)=[CH:11][C:10]=1[CH3:18]. No catalyst specified. The product is [CH3:18][C:10]1[CH:11]=[C:12]([C:13]([N:5]2[CH2:6][CH2:7][N:2]([CH3:1])[CH2:3][CH2:4]2)=[O:15])[CH:16]=[CH:17][C:9]=1[NH2:8]. The yield is 0.470. (4) The reactants are [Cl:1][C:2]1[CH:7]=[C:6]([N:8]2[CH2:12][CH2:11][NH:10][C:9]2=[O:13])[CH:5]=[CH:4][N:3]=1.Br[C:15]1[CH:16]=[N:17][CH:18]=[CH:19][C:20]=1[C:21]1([OH:26])[CH2:25][CH2:24][CH2:23][CH2:22]1.CN[C@@H]1CCCC[C@H]1NC.P([O-])([O-])([O-])=O.[K+].[K+].[K+]. The catalyst is [Cu](I)I.O1CCOCC1. The product is [Cl:1][C:2]1[CH:7]=[C:6]([N:8]2[CH2:12][CH2:11][N:10]([C:15]3[CH:16]=[N:17][CH:18]=[CH:19][C:20]=3[C:21]3([OH:26])[CH2:25][CH2:24][CH2:23][CH2:22]3)[C:9]2=[O:13])[CH:5]=[CH:4][N:3]=1. The yield is 0.110. (5) The reactants are Cl.[N:2]1[CH:7]=[CH:6][CH:5]=[CH:4][C:3]=1[C:8]1[CH2:9][CH2:10][NH:11][CH2:12][CH:13]=1.C=O.[CH3:16][C:17]1[CH:18]=[C:19]([CH:23]=[C:24]([CH3:26])[CH:25]=1)[C:20]([NH2:22])=[O:21].[C:27](=O)([O-])[O-].[K+].[K+]. The catalyst is C(O)C. The product is [N:2]1[CH:7]=[CH:6][CH:5]=[CH:4][C:3]=1[C:8]1[CH2:9][CH2:10][N:11]([CH2:27][NH:22][C:20](=[O:21])[C:19]2[CH:23]=[C:24]([CH3:26])[CH:25]=[C:17]([CH3:16])[CH:18]=2)[CH2:12][CH:13]=1. The yield is 0.560. (6) The reactants are [CH3:1][O:2][C:3](=[O:12])[C:4]1[CH:9]=[CH:8][C:7](Cl)=[N:6][C:5]=1[NH2:11].C([Sn](CCCC)(CCCC)[CH2:18][O:19][CH3:20])CCC.CN1CCCC1=O.[F-].[K+]. The catalyst is C1C=CC([P]([Pd]([P](C2C=CC=CC=2)(C2C=CC=CC=2)C2C=CC=CC=2)([P](C2C=CC=CC=2)(C2C=CC=CC=2)C2C=CC=CC=2)[P](C2C=CC=CC=2)(C2C=CC=CC=2)C2C=CC=CC=2)(C2C=CC=CC=2)C2C=CC=CC=2)=CC=1.C(OCC)(=O)C. The product is [CH3:1][O:2][C:3](=[O:12])[C:4]1[CH:9]=[CH:8][C:7]([CH2:18][O:19][CH3:20])=[N:6][C:5]=1[NH2:11]. The yield is 0.630.